Dataset: Full USPTO retrosynthesis dataset with 1.9M reactions from patents (1976-2016). Task: Predict the reactants needed to synthesize the given product. (1) Given the product [F:31][C:32]([F:37])([F:36])[C:33]([OH:35])=[O:34].[NH2:8][C@H:9]([C:17]1[O:21][CH:20]=[N:19][C:18]=1[C:22]([O:24][CH3:25])=[O:23])[CH2:10][C:11]1[CH:12]=[CH:13][CH:14]=[CH:15][CH:16]=1, predict the reactants needed to synthesize it. The reactants are: C(OC([NH:8][C@H:9]([C:17]1[O:21][CH:20]=[N:19][C:18]=1[C:22]([O:24][CH3:25])=[O:23])[CH2:10][C:11]1[CH:16]=[CH:15][CH:14]=[CH:13][CH:12]=1)=O)(C)(C)C.C(OCC)C.[F:31][C:32]([F:37])([F:36])[C:33]([OH:35])=[O:34]. (2) Given the product [F:1][C:2]1[CH:3]=[C:4]([N:9]2[C:14](=[O:15])[C:13]([O:16][CH2:17][CH2:18][O:19][CH:20]([CH3:22])[CH3:21])=[C:12]([C:23]3[CH:28]=[CH:27][C:26]([S:29]([NH2:33])(=[O:31])=[O:30])=[CH:25][CH:24]=3)[CH:11]=[N:10]2)[CH:5]=[CH:6][C:7]=1[F:8], predict the reactants needed to synthesize it. The reactants are: [F:1][C:2]1[CH:3]=[C:4]([N:9]2[C:14](=[O:15])[C:13]([O:16][CH2:17][CH2:18][O:19][CH:20]([CH3:22])[CH3:21])=[C:12]([C:23]3[CH:28]=[CH:27][C:26]([S:29](C)(=[O:31])=[O:30])=[CH:25][CH:24]=3)[CH:11]=[N:10]2)[CH:5]=[CH:6][C:7]=1[F:8].[NH3:33]. (3) Given the product [F:1][C:2]([F:18])([F:17])[C:3]([NH:5][CH2:6][CH2:7][CH:8]([OH:16])[C:9]1[CH:14]=[CH:13][CH:12]=[C:11]([C:22]#[C:21][CH2:20][CH2:19][C:23]2[CH:24]=[CH:25][C:26]([CH3:29])=[CH:27][CH:28]=2)[CH:10]=1)=[O:4], predict the reactants needed to synthesize it. The reactants are: [F:1][C:2]([F:18])([F:17])[C:3]([NH:5][CH2:6][CH2:7][CH:8]([OH:16])[C:9]1[CH:14]=[CH:13][CH:12]=[C:11](I)[CH:10]=1)=[O:4].[CH2:19]([C:23]1[CH:28]=[CH:27][C:26]([CH3:29])=[CH:25][CH:24]=1)[CH2:20][C:21]#[CH:22]. (4) Given the product [CH2:18]([O:5][C:4](=[O:6])[CH2:3][C@H:2]([NH2:1])[C:7]1[CH:12]=[C:11]([C:13]([CH3:14])([CH3:16])[CH3:15])[CH:10]=[C:9]([Br:17])[CH:8]=1)[CH3:19], predict the reactants needed to synthesize it. The reactants are: [NH2:1][C@H:2]([C:7]1[CH:12]=[C:11]([C:13]([CH3:16])([CH3:15])[CH3:14])[CH:10]=[C:9]([Br:17])[CH:8]=1)[CH2:3][C:4]([OH:6])=[O:5].[CH2:18](O)[CH3:19].